From a dataset of NCI-60 drug combinations with 297,098 pairs across 59 cell lines. Regression. Given two drug SMILES strings and cell line genomic features, predict the synergy score measuring deviation from expected non-interaction effect. (1) Drug 1: C1=NC2=C(N1)C(=S)N=C(N2)N. Drug 2: CC(C)(C#N)C1=CC(=CC(=C1)CN2C=NC=N2)C(C)(C)C#N. Cell line: NCI-H460. Synergy scores: CSS=36.2, Synergy_ZIP=-0.732, Synergy_Bliss=-2.45, Synergy_Loewe=-5.14, Synergy_HSA=-2.36. (2) Synergy scores: CSS=27.9, Synergy_ZIP=2.75, Synergy_Bliss=3.32, Synergy_Loewe=-56.6, Synergy_HSA=1.37. Drug 2: B(C(CC(C)C)NC(=O)C(CC1=CC=CC=C1)NC(=O)C2=NC=CN=C2)(O)O. Drug 1: C1=NNC2=C1C(=O)NC=N2. Cell line: PC-3.